From a dataset of Forward reaction prediction with 1.9M reactions from USPTO patents (1976-2016). Predict the product of the given reaction. Given the reactants [C:1]([C:3]1[N:8]=[CH:7][C:6]([NH:9][C:10]([CH:12]2[NH:16][CH:15]([CH2:17][C:18]([CH3:21])([CH3:20])[CH3:19])[C:14]3([C:29]4[C:24](=[CH:25][C:26]([Cl:30])=[CH:27][CH:28]=4)[NH:23][C:22]3=[O:31])[CH:13]2[C:32]2[CH:37]=[CH:36][CH:35]=[C:34]([Cl:38])[C:33]=2[F:39])=[O:11])=[CH:5][N:4]=1)#[N:2].[OH:40]O.[OH-].[Na+], predict the reaction product. The product is: [C:1]([C:3]1[N:8]=[CH:7][C:6]([NH:9][C:10]([CH:12]2[NH:16][CH:15]([CH2:17][C:18]([CH3:21])([CH3:20])[CH3:19])[C:14]3([C:29]4[C:24](=[CH:25][C:26]([Cl:30])=[CH:27][CH:28]=4)[NH:23][C:22]3=[O:31])[CH:13]2[C:32]2[CH:37]=[CH:36][CH:35]=[C:34]([Cl:38])[C:33]=2[F:39])=[O:11])=[CH:5][N:4]=1)(=[O:40])[NH2:2].